This data is from Forward reaction prediction with 1.9M reactions from USPTO patents (1976-2016). The task is: Predict the product of the given reaction. (1) Given the reactants Br[CH2:2][CH2:3][CH2:4]Cl.[Cl:6][SiH:7]([Cl:9])[Cl:8], predict the reaction product. The product is: [Cl:6][Si:7]([Cl:9])([Cl:8])[CH2:2][CH2:3][CH2:4][Si:7]([Cl:9])([Cl:8])[Cl:6]. (2) Given the reactants [S:1]([N:11]1[C:15]2=[N:16][CH:17]=[C:18]([CH:20]=[O:21])[N:19]=[C:14]2[CH:13]=[CH:12]1)([C:4]1[CH:10]=[CH:9][C:7]([CH3:8])=[CH:6][CH:5]=1)(=[O:3])=[O:2].Br[CH2:23][CH:24]=[CH2:25].[In].Cl, predict the reaction product. The product is: [S:1]([N:11]1[C:15]2=[N:16][CH:17]=[C:18]([CH:20]([OH:21])[CH2:25][CH:24]=[CH2:23])[N:19]=[C:14]2[CH:13]=[CH:12]1)([C:4]1[CH:5]=[CH:6][C:7]([CH3:8])=[CH:9][CH:10]=1)(=[O:2])=[O:3]. (3) Given the reactants [CH3:1][C:2]1[N:6]([C:7]2[CH:12]=[C:11]([C:13]([F:16])([F:15])[F:14])[CH:10]=[C:9]([CH3:17])[N:8]=2)[N:5]=[CH:4][C:3]=1[C:18](=O)[CH3:19].[CH3:21][C:22]1[N:23]=[C:24]([C:30]2S[CH:32]=[CH:33][CH:34]=2)S[C:26]=1[C:27](=O)[CH3:28].[NH3:35], predict the reaction product. The product is: [CH3:1][C:2]1[N:6]([C:7]2[CH:12]=[C:11]([C:13]([F:16])([F:15])[F:14])[CH:10]=[C:9]([CH3:17])[N:8]=2)[N:5]=[CH:4][C:3]=1[C:18]1[CH:19]=[CH:18][C:3]2[C:2](=[CH:32][CH:33]=[C:34]([CH2:30][CH2:24][N:23]3[CH2:28][CH2:27][CH2:26][C@H:22]3[CH3:21])[CH:4]=2)[N:35]=1. (4) Given the reactants [OH-].[Li+].[CH3:3][S:4]([NH:7][C:8]1[CH:9]=[C:10]([CH:16]=[C:17]([N:19]2[CH2:24][CH2:23][O:22][CH2:21][CH2:20]2)[CH:18]=1)[C:11]([O:13]CC)=[O:12])(=[O:6])=[O:5], predict the reaction product. The product is: [CH3:3][S:4]([NH:7][C:8]1[CH:9]=[C:10]([CH:16]=[C:17]([N:19]2[CH2:20][CH2:21][O:22][CH2:23][CH2:24]2)[CH:18]=1)[C:11]([OH:13])=[O:12])(=[O:5])=[O:6]. (5) Given the reactants [C:1]1([C:7]2[CH:16]=[N:15][C:14]3[C:9](=[CH:10][CH:11]=[CH:12][CH:13]=3)[N:8]=2)[CH:6]=[CH:5][CH:4]=[CH:3][CH:2]=1, predict the reaction product. The product is: [C:1]1([C@@H:7]2[CH2:16][NH:15][C:14]3[C:9](=[CH:10][CH:11]=[CH:12][CH:13]=3)[NH:8]2)[CH:2]=[CH:3][CH:4]=[CH:5][CH:6]=1. (6) Given the reactants C[O:2][C:3]1[CH:12]=[CH:11][CH:10]=[C:9]2[C:4]=1[CH2:5][CH2:6][CH:7]([N:13]([CH2:17][CH2:18][N:19]1[CH2:24][CH2:23][NH:22][CH2:21][CH2:20]1)[CH2:14][CH2:15][CH3:16])[CH2:8]2.B(Br)(Br)Br, predict the reaction product. The product is: [N:19]1([CH2:18][CH2:17][N:13]([CH2:14][CH2:15][CH3:16])[CH:7]2[CH2:6][CH2:5][C:4]3[C:3]([OH:2])=[CH:12][CH:11]=[CH:10][C:9]=3[CH2:8]2)[CH2:24][CH2:23][NH:22][CH2:21][CH2:20]1. (7) Given the reactants [CH3:1][O:2][CH2:3][CH2:4][CH2:5][CH2:6][C:7]1[N:11]([C:12]2[CH:17]=[CH:16][CH:15]=[CH:14][CH:13]=2)[C:10](=[O:18])[NH:9][C:8]=1[C:19]([O:21][CH3:22])=[O:20].F[B-](F)(F)F.[CH3:28][O+](C)C.C(=O)([O-])O.[Na+], predict the reaction product. The product is: [CH3:28][O:18][C:10]1[N:11]([C:12]2[CH:17]=[CH:16][CH:15]=[CH:14][CH:13]=2)[C:7]([CH2:6][CH2:5][CH2:4][CH2:3][O:2][CH3:1])=[C:8]([C:19]([O:21][CH3:22])=[O:20])[N:9]=1.